From a dataset of Forward reaction prediction with 1.9M reactions from USPTO patents (1976-2016). Predict the product of the given reaction. (1) Given the reactants [CH3:1][N:2]([CH3:13])[S:3]([N:6]1[CH:10]=[CH:9][N:8]=[C:7]1[CH:11]=[O:12])(=[O:5])=[O:4].Br[C:15]1[CH:20]=[CH:19][C:18]([C:21]2[O:22][CH2:23][C:24]([CH3:27])([CH3:26])[N:25]=2)=[CH:17][CH:16]=1, predict the reaction product. The product is: [CH3:1][N:2]([CH3:13])[S:3]([N:6]1[CH:10]=[CH:9][N:8]=[C:7]1[CH:11]([C:15]1[CH:20]=[CH:19][C:18]([C:21]2[O:22][CH2:23][C:24]([CH3:27])([CH3:26])[N:25]=2)=[CH:17][CH:16]=1)[OH:12])(=[O:4])=[O:5]. (2) Given the reactants Br[C:2]1[CH:3]=[C:4]([C:8]2[C:9]([C:15]#[N:16])=[CH:10][C:11]([F:14])=[CH:12][CH:13]=2)[CH:5]=[CH:6][CH:7]=1.Br[C:18]1[N:22]2[CH:23]=[CH:24][C:25]([C:28]([OH:31])([CH3:30])[CH3:29])=[C:26]([F:27])[C:21]2=[N:20][CH:19]=1.FC1C=C(C#N)C(C2C=CC=C(B3OC(C)(C)C(C)(C)O3)C=2)=CC=1, predict the reaction product. The product is: [F:14][C:11]1[CH:10]=[C:9]([C:15]#[N:16])[C:8]([C:4]2[CH:5]=[CH:6][CH:7]=[C:2]([C:18]3[N:22]4[CH:23]=[CH:24][C:25]([C:28]([OH:31])([CH3:29])[CH3:30])=[C:26]([F:27])[C:21]4=[N:20][CH:19]=3)[CH:3]=2)=[CH:13][CH:12]=1. (3) Given the reactants [Br:1][C:2]1[CH:7]=[C:6](F)[CH:5]=[CH:4][C:3]=1[N+:9]([O-:11])=[O:10].C([O-])([O-])=O.[K+].[K+].Cl.[CH:19]12[NH:25][CH:22]([CH2:23][CH2:24]1)[CH2:21][CH2:20]2, predict the reaction product. The product is: [Br:1][C:2]1[CH:7]=[C:6]([N:25]2[CH:19]3[CH2:24][CH2:23][CH:22]2[CH2:21][CH2:20]3)[CH:5]=[CH:4][C:3]=1[N+:9]([O-:11])=[O:10]. (4) Given the reactants O1C2([CH2:10][CH2:9][N:8]([C:11]3[N:12]=[C:13]([NH:27][CH3:28])[C:14]4[N:15]=[C:16]([NH:23]CCC)[N:17]=[C:18]([NH:21][CH3:22])[C:19]=4[N:20]=3)[CH2:7][CH2:6]2)OCC1.Cl.[C:30]([O-:33])(O)=O.[Na+], predict the reaction product. The product is: [O:33]=[C:30]1[CH2:6][CH2:7][N:8]([C:11]2[N:12]=[C:13]([NH:27][CH3:28])[C:14]3[N:15]=[C:16]([NH:23][NH:12][CH2:13][CH2:14][CH3:19])[N:17]=[C:18]([NH:21][CH3:22])[C:19]=3[N:20]=2)[CH2:9][CH2:10]1. (5) Given the reactants C([O:5][C:6](=O)[N:7]([CH2:9][CH2:10][O:11][CH2:12][CH3:13])[CH3:8])(C)(C)C.FC(F)(F)C(O)=O.[Cl:22][CH2:23]Cl, predict the reaction product. The product is: [Cl:22][CH2:23][C:6]([N:7]([CH2:9][CH2:10][O:11][CH2:12][CH3:13])[CH3:8])=[O:5]. (6) The product is: [CH3:26][O:27][C:2]1[N:7]=[C:6]([C:8]2[C:17]3[CH2:16][CH2:15][CH2:14][CH2:13][C:12]=3[N:11]=[C:10]([O:18][CH2:19][C:20]3[CH:25]=[CH:24][CH:23]=[CH:22][N:21]=3)[CH:9]=2)[CH:5]=[N:4][CH:3]=1. Given the reactants Cl[C:2]1[N:7]=[C:6]([C:8]2[C:17]3[CH2:16][CH2:15][CH2:14][CH2:13][C:12]=3[N:11]=[C:10]([O:18][CH2:19][C:20]3[CH:25]=[CH:24][CH:23]=[CH:22][N:21]=3)[CH:9]=2)[CH:5]=[N:4][CH:3]=1.[CH3:26][O-:27].[Na+].CO.O, predict the reaction product. (7) Given the reactants Cl.[N+:2]([C:5]1[CH:12]=[CH:11][CH:10]=[C:9]([N+:13]([O-])=O)[C:6]=1[C:7]#[N:8])([O-:4])=[O:3].CCOC(C)=O.O, predict the reaction product. The product is: [NH2:13][C:9]1[CH:10]=[CH:11][CH:12]=[C:5]([N+:2]([O-:4])=[O:3])[C:6]=1[C:7]#[N:8]. (8) The product is: [F:1][C:2]1[CH:7]=[N:6][C:5]2[N:8]([CH:9]3[CH2:14][CH2:13][N:12]([CH3:15])[CH2:11][CH2:10]3)[C:33](=[O:34])[N:18]([C@@H:19]3[CH2:24][CH2:23][C@H:22]([NH:25][C:26](=[O:32])[O:27][C:28]([CH3:29])([CH3:31])[CH3:30])[CH2:21][CH2:20]3)[C:16](=[O:17])[C:4]=2[CH:3]=1. Given the reactants [F:1][C:2]1[CH:3]=[C:4]([C:16]([NH:18][C@@H:19]2[CH2:24][CH2:23][C@H:22]([NH:25][C:26](=[O:32])[O:27][C:28]([CH3:31])([CH3:30])[CH3:29])[CH2:21][CH2:20]2)=[O:17])[C:5]([NH:8][CH:9]2[CH2:14][CH2:13][N:12]([CH3:15])[CH2:11][CH2:10]2)=[N:6][CH:7]=1.[C:33](N1C=CN=C1)(N1C=CN=C1)=[O:34].[H-].[Na+], predict the reaction product. (9) The product is: [C:8]([N:45]1[CH2:46][CH2:47][CH2:48][C@H:44]1[C:43]([N:42]([CH:39]1[CH2:38][CH2:37][N:36]([C:24]2[N:23]=[C:22]([NH:21][C:18]3[CH:19]=[CH:20][C:15]([Cl:14])=[CH:16][C:17]=3[F:51])[C:31]3[C:26](=[CH:27][C:28]([O:34][CH3:35])=[C:29]([O:32][CH3:33])[CH:30]=3)[N:25]=2)[CH2:41][CH2:40]1)[CH3:50])=[O:49])(=[O:10])[CH3:9]. Given the reactants C(N(CC)CC)C.[C:8](Cl)(=[O:10])[CH3:9].Cl.Cl.[Cl:14][C:15]1[CH:20]=[CH:19][C:18]([NH:21][C:22]2[C:31]3[C:26](=[CH:27][C:28]([O:34][CH3:35])=[C:29]([O:32][CH3:33])[CH:30]=3)[N:25]=[C:24]([N:36]3[CH2:41][CH2:40][CH:39]([N:42]([CH3:50])[C:43](=[O:49])[C@@H:44]4[CH2:48][CH2:47][CH2:46][NH:45]4)[CH2:38][CH2:37]3)[N:23]=2)=[C:17]([F:51])[CH:16]=1.C(=O)(O)[O-].[Na+], predict the reaction product. (10) Given the reactants [CH3:1][O:2][C:3]1[CH:8]=[C:7]([N:9]2[CH2:14][CH2:13][C:12]3[N:15]=[C:16]([C:18]4[CH:23]=[CH:22][C:21]([O:24][CH3:25])=[CH:20][CH:19]=4)[S:17][C:11]=3[C:10]2=[O:26])[CH:6]=[CH:5][C:4]=1[O:27]C(=O)C(C)(C)C.C[O-].[Na+], predict the reaction product. The product is: [OH:27][C:4]1[CH:5]=[CH:6][C:7]([N:9]2[CH2:14][CH2:13][C:12]3[N:15]=[C:16]([C:18]4[CH:23]=[CH:22][C:21]([O:24][CH3:25])=[CH:20][CH:19]=4)[S:17][C:11]=3[C:10]2=[O:26])=[CH:8][C:3]=1[O:2][CH3:1].